This data is from Full USPTO retrosynthesis dataset with 1.9M reactions from patents (1976-2016). The task is: Predict the reactants needed to synthesize the given product. Given the product [O:1]1[CH2:5][CH2:4][CH:3]([CH2:6][O:7][S:16]([CH3:15])(=[O:18])=[O:17])[CH2:2]1, predict the reactants needed to synthesize it. The reactants are: [O:1]1[CH2:5][CH2:4][CH:3]([CH2:6][OH:7])[CH2:2]1.C(N(CC)CC)C.[CH3:15][S:16](Cl)(=[O:18])=[O:17].C(=O)([O-])[O-].[Na+].[Na+].